This data is from Full USPTO retrosynthesis dataset with 1.9M reactions from patents (1976-2016). The task is: Predict the reactants needed to synthesize the given product. (1) Given the product [Br:1][C:2]1[CH:7]=[C:6]2[NH:8][CH2:9][C:10]3([CH2:15][CH2:14][O:13][CH2:12][CH2:11]3)[C:5]2=[CH:4][CH:3]=1, predict the reactants needed to synthesize it. The reactants are: [Br:1][C:2]1[CH:7]=[C:6]2[NH:8][C:9](=O)[C:10]3([CH2:15][CH2:14][O:13][CH2:12][CH2:11]3)[C:5]2=[CH:4][CH:3]=1.COCCO[AlH2-]OCCOC.[Na+].[OH-].[Na+]. (2) Given the product [CH:14]([N:13]1[C:9](=[O:8])[CH2:10][C:11]([CH2:17][CH2:18][C:19]([O:21][CH2:22][CH3:23])=[O:20])=[N:12]1)([CH3:16])[CH3:15], predict the reactants needed to synthesize it. The reactants are: C([O:8][C:9]1[N:13]([CH:14]([CH3:16])[CH3:15])[N:12]=[C:11](/[CH:17]=[CH:18]/[C:19]([O:21][CH2:22][CH3:23])=[O:20])[CH:10]=1)C1C=CC=CC=1. (3) Given the product [O:32]1[CH:33]=[CH:34][CH:35]=[C:31]1[C:28]1[S:27][C:26]([NH:25][C:21]([C:19]2[CH:18]=[CH:17][C:16]3[N:12]([CH2:11][CH2:10][CH2:9][NH2:8])[C:13]([CH3:24])=[N:14][C:15]=3[CH:20]=2)=[O:23])=[N:30][N:29]=1, predict the reactants needed to synthesize it. The reactants are: C(OC([NH:8][CH2:9][CH2:10][CH2:11][N:12]1[C:16]2[CH:17]=[CH:18][C:19]([C:21]([OH:23])=O)=[CH:20][C:15]=2[N:14]=[C:13]1[CH3:24])=O)(C)(C)C.[NH2:25][C:26]1[S:27][C:28]([C:31]2[O:32][CH:33]=[CH:34][CH:35]=2)=[N:29][N:30]=1. (4) Given the product [S:70]1[C:71]2[CH:27]=[CH:28][CH:29]=[CH:30][C:31]=2[N:26]=[C:18]1[S:21]([CH2:33][CH2:34][CH2:35][O:36][C:37]1[CH:42]=[CH:41][C:40]([CH:43]2[CH2:48][CH2:47][N:46]([C:49]([O:51][C:52]([CH3:54])([CH3:55])[CH3:53])=[O:50])[CH2:45][CH:44]2[O:56][CH2:57][C:58]2[CH:67]=[CH:66][C:65]3[C:60](=[CH:61][CH:62]=[CH:63][CH:64]=3)[C:59]=2[O:68][CH3:69])=[CH:39][CH:38]=1)(=[O:24])=[O:22], predict the reactants needed to synthesize it. The reactants are: COC1C2C(=CC=CC=2)C=CC=1CBr.C1(C)C=C[C:18]([S:21]([O-:24])(=O)=[O:22])=CC=1.[NH+:26]1[CH:31]=[CH:30][CH:29]=[CH:28][CH:27]=1.O[CH2:33][CH2:34][CH2:35][O:36][C:37]1[CH:42]=[CH:41][C:40]([CH:43]2[CH2:48][CH2:47][N:46]([C:49]([O:51][C:52]([CH3:55])([CH3:54])[CH3:53])=[O:50])[CH2:45][CH:44]2[O:56][CH2:57][C:58]2[CH:67]=[CH:66][C:65]3[C:60](=[CH:61][CH:62]=[CH:63][CH:64]=3)[C:59]=2[O:68][CH3:69])=[CH:39][CH:38]=1.[S:70]1C2C=CC=CC=2N=[C:71]1SSC1SC2C=CC=CC=2N=1. (5) Given the product [C:12]([Si:9]([CH3:11])([CH3:10])[O:8][CH:4]([CH:5]1[CH2:7][CH2:6]1)[CH2:3][OH:2])([CH3:15])([CH3:14])[CH3:13], predict the reactants needed to synthesize it. The reactants are: C[O:2][C:3](=O)[CH:4]([O:8][Si:9]([C:12]([CH3:15])([CH3:14])[CH3:13])([CH3:11])[CH3:10])[CH:5]1[CH2:7][CH2:6]1.CC(C[AlH]CC(C)C)C. (6) Given the product [O:4]=[C:3]1[C:5]2[CH:15]=[CH:14][C:8]([CH2:9][O:10][C:11](=[O:13])[CH3:12])=[CH:7][C:6]=2[O:16][CH2:2]1, predict the reactants needed to synthesize it. The reactants are: Cl[CH2:2][C:3]([C:5]1[CH:15]=[CH:14][C:8]([CH2:9][O:10][C:11](=[O:13])[CH3:12])=[CH:7][C:6]=1[OH:16])=[O:4].C([O-])(=O)C.[Na+].